From a dataset of NCI-60 drug combinations with 297,098 pairs across 59 cell lines. Regression. Given two drug SMILES strings and cell line genomic features, predict the synergy score measuring deviation from expected non-interaction effect. Drug 1: CC1=C(C=C(C=C1)C(=O)NC2=CC(=CC(=C2)C(F)(F)F)N3C=C(N=C3)C)NC4=NC=CC(=N4)C5=CN=CC=C5. Drug 2: C1CNP(=O)(OC1)N(CCCl)CCCl. Cell line: K-562. Synergy scores: CSS=47.5, Synergy_ZIP=2.71, Synergy_Bliss=3.17, Synergy_Loewe=1.53, Synergy_HSA=1.17.